This data is from Full USPTO retrosynthesis dataset with 1.9M reactions from patents (1976-2016). The task is: Predict the reactants needed to synthesize the given product. (1) Given the product [CH:15]1([NH:21][C:22]([NH:23][C@H:24]2[CH2:25][O:26][C@@H:27]3[C@@H:31]([O:1][C:2]4[C:3]([CH3:8])=[N:4][CH:5]=[CH:6][CH:7]=4)[CH2:30][O:29][C@H:28]23)=[O:43])[CH2:16][CH2:17][CH2:18][CH2:19][CH2:20]1, predict the reactants needed to synthesize it. The reactants are: [OH:1][C:2]1[C:3]([CH3:8])=[N:4][CH:5]=[CH:6][CH:7]=1.CC(C)([O-])C.[K+].[CH:15]1([NH:21][C:22](=[O:43])[NH:23][C@@H:24]2[C@H:28]3[O:29][CH2:30][C@@H:31](OS(C4C=CC(C)=CC=4)(=O)=O)[C@H:27]3[O:26][CH2:25]2)[CH2:20][CH2:19][CH2:18][CH2:17][CH2:16]1. (2) The reactants are: Br[CH2:2][CH:3]1[CH2:5][CH2:4]1.[C:6]1([N:12]2[C:20](=[O:21])[C:19]3[C@@H:18]4[C:22]([CH3:24])([CH3:23])[C@@:15]([CH3:25])([CH2:16][CH2:17]4)[C:14]=3[NH:13]2)[CH:11]=[CH:10][CH:9]=[CH:8][CH:7]=1. Given the product [CH:5]1([CH2:4][N:13]2[C:14]3[C@:15]4([CH3:25])[C:22]([CH3:24])([CH3:23])[C@@H:18]([CH2:17][CH2:16]4)[C:19]=3[C:20](=[O:21])[N:12]2[C:6]2[CH:7]=[CH:8][CH:9]=[CH:10][CH:11]=2)[CH2:3][CH2:2]1, predict the reactants needed to synthesize it. (3) Given the product [O:13]=[C:8]1[NH:9][CH2:10][CH2:11][N:12]([C:14]([O:16][C:17]([CH3:20])([CH3:19])[CH3:18])=[O:15])[CH:7]1[C:1]1[CH:2]=[CH:3][CH:4]=[CH:5][CH:6]=1, predict the reactants needed to synthesize it. The reactants are: [C:1]1([CH:7]2[NH:12][CH2:11][CH2:10][NH:9][C:8]2=[O:13])[CH:6]=[CH:5][CH:4]=[CH:3][CH:2]=1.[C:14](O[C:14]([O:16][C:17]([CH3:20])([CH3:19])[CH3:18])=[O:15])([O:16][C:17]([CH3:20])([CH3:19])[CH3:18])=[O:15].C(N(CC)CC)C.